Predict the reactants needed to synthesize the given product. From a dataset of Full USPTO retrosynthesis dataset with 1.9M reactions from patents (1976-2016). Given the product [CH2:10]([O:12][C:13](=[O:23])[CH2:14][O:15][C:16]1[CH:21]=[CH:20][CH:19]=[C:18]([NH:22][C:7]([C:5]2[O:6][C:2]([Br:1])=[CH:3][CH:4]=2)=[O:9])[CH:17]=1)[CH3:11], predict the reactants needed to synthesize it. The reactants are: [Br:1][C:2]1[O:6][C:5]([C:7]([OH:9])=O)=[CH:4][CH:3]=1.[CH2:10]([O:12][C:13](=[O:23])[CH2:14][O:15][C:16]1[CH:21]=[CH:20][CH:19]=[C:18]([NH2:22])[CH:17]=1)[CH3:11].